From a dataset of Full USPTO retrosynthesis dataset with 1.9M reactions from patents (1976-2016). Predict the reactants needed to synthesize the given product. (1) Given the product [F:14][CH:2]([F:1])[CH2:3][O:4][C:5]1[N:10]=[CH:9][C:8]([CH:11]([NH2:13])[CH3:12])=[CH:7][CH:6]=1, predict the reactants needed to synthesize it. The reactants are: [F:1][C:2](F)([F:14])[CH2:3][O:4][C:5]1[N:10]=[CH:9][C:8]([CH:11]([NH2:13])[CH3:12])=[CH:7][CH:6]=1.ClC1C=CC(C#N)=CN=1.FC(F)CO. (2) Given the product [CH3:1][C:2]1[CH:7]=[C:6]([CH3:8])[N:5]=[C:4]([NH:9][CH2:10][CH2:11][N:12]([CH3:24])[C:13]2[CH:18]=[CH:17][C:16]([NH2:19])=[CH:15][CH:14]=2)[CH:3]=1, predict the reactants needed to synthesize it. The reactants are: [CH3:1][C:2]1[CH:7]=[C:6]([CH3:8])[N:5]=[C:4]([NH:9][C:10](=O)[CH2:11][NH:12][C:13]2[CH:18]=[CH:17][C:16]([N+:19]([O-])=O)=[CH:15][CH:14]=2)[CH:3]=1.B.[CH3:24]SC. (3) Given the product [CH3:1][O:2][C:3]([C:4]1[CH:5]=[C:6]([O:8][C:18](=[O:20])[CH3:19])[C:15]2[C:10](=[CH:11][CH:12]=[C:13]([F:16])[CH:14]=2)[CH:9]=1)=[O:17], predict the reactants needed to synthesize it. The reactants are: [CH3:1][O:2][C:3](=[O:17])[C:4](=[CH:9][C:10]1[CH:15]=[CH:14][C:13]([F:16])=[CH:12][CH:11]=1)[CH2:5][C:6]([OH:8])=O.[C:18]([O-])(=[O:20])[CH3:19].[Na+].